From a dataset of Catalyst prediction with 721,799 reactions and 888 catalyst types from USPTO. Predict which catalyst facilitates the given reaction. (1) Reactant: Br[C:2]1[CH:3]=[N:4][CH:5]=[C:6]([CH:8]2[N:12]([C:13]3[CH:18]=[CH:17][C:16]([F:19])=[CH:15][C:14]=3[F:20])[N:11]=[C:10]([C:21]([F:27])([F:26])[C:22]([F:25])([F:24])[F:23])[CH2:9]2)[CH:7]=1.[C:28]([N:35]1[CH2:40][CH2:39][NH:38][CH2:37][CH2:36]1)([O:30][C:31]([CH3:34])([CH3:33])[CH3:32])=[O:29].C1C=CC(P(C2C(C3C(P(C4C=CC=CC=4)C4C=CC=CC=4)=CC=C4C=3C=CC=C4)=C3C(C=CC=C3)=CC=2)C2C=CC=CC=2)=CC=1.CC(C)([O-])C.[Na+]. Product: [C:28]([N:35]1[CH2:36][CH2:37][N:38]([C:2]2[CH:3]=[N:4][CH:5]=[C:6]([CH:8]3[N:12]([C:13]4[CH:18]=[CH:17][C:16]([F:19])=[CH:15][C:14]=4[F:20])[N:11]=[C:10]([C:21]([F:27])([F:26])[C:22]([F:25])([F:24])[F:23])[CH2:9]3)[CH:7]=2)[CH2:39][CH2:40]1)([O:30][C:31]([CH3:34])([CH3:33])[CH3:32])=[O:29]. The catalyst class is: 187. (2) Reactant: C([C:4]1([CH:8]([O:10][CH:11]2[CH2:16][CH2:15][CH:14]([N:17]3[C:22](=[O:23])[C:21]([CH2:24][C:25]4[CH:30]=[CH:29][C:28]([C:31]5[C:32]([C:37]#[N:38])=[CH:33][CH:34]=[CH:35][CH:36]=5)=[CH:27][CH:26]=4)=[C:20]([CH2:39][CH2:40][CH3:41])[N:19]4[N:42]=[CH:43][N:44]=[C:18]34)[CH2:13][CH2:12]2)[CH3:9])[CH2:7][CH2:6][CH2:5]1)(=O)C.OO.FC(F)(F)C(OC(=O)C(F)(F)F)=[O:50].C(=O)([O-])O.[Na+].S([O-])([O-])(=O)=S.[Na+].[Na+]. Product: [OH:50][C:4]1([CH:8]([O:10][C@@H:11]2[CH2:12][CH2:13][C@H:14]([N:17]3[C:22](=[O:23])[C:21]([CH2:24][C:25]4[CH:26]=[CH:27][C:28]([C:31]5[C:32]([C:37]#[N:38])=[CH:33][CH:34]=[CH:35][CH:36]=5)=[CH:29][CH:30]=4)=[C:20]([CH2:39][CH2:40][CH3:41])[N:19]4[N:42]=[CH:43][N:44]=[C:18]34)[CH2:15][CH2:16]2)[CH3:9])[CH2:5][CH2:6][CH2:7]1. The catalyst class is: 22.